This data is from HIV replication inhibition screening data with 41,000+ compounds from the AIDS Antiviral Screen. The task is: Binary Classification. Given a drug SMILES string, predict its activity (active/inactive) in a high-throughput screening assay against a specified biological target. (1) The compound is Br.CCN(CC)CCN(C)CCc1ccc(Br)cc1. The result is 0 (inactive). (2) The compound is C1=C(c2cnc3ccccc3n2)[SH+][Pt-2]2([SH+]1)[PH](c1ccccc1)(c1ccccc1)CC[PH]2(c1ccccc1)c1ccccc1. The result is 0 (inactive). (3) The molecule is CCC(C)(C)c1cc2c(O)c(c1)C1(CC(C)(C)c3ccc(O)c1c3)SS2. The result is 0 (inactive). (4) The molecule is CCSC1=[N+](SCC)CCCS1. The result is 0 (inactive). (5) The drug is Cc1ccc(C2=Nn3c(nc4sc(-c5ccccc5)cc4c3=O)SC2)cc1. The result is 0 (inactive).